Dataset: Peptide-MHC class II binding affinity with 134,281 pairs from IEDB. Task: Regression. Given a peptide amino acid sequence and an MHC pseudo amino acid sequence, predict their binding affinity value. This is MHC class II binding data. (1) The peptide sequence is EKKYFAATQFEPLIA. The MHC is HLA-DPA10201-DPB10101 with pseudo-sequence HLA-DPA10201-DPB10101. The binding affinity (normalized) is 0.973. (2) The peptide sequence is LLVTFKNAHAKKPEV. The MHC is DRB1_0301 with pseudo-sequence DRB1_0301. The binding affinity (normalized) is 0.317. (3) The binding affinity (normalized) is 0.575. The MHC is HLA-DPA10201-DPB11401 with pseudo-sequence HLA-DPA10201-DPB11401. The peptide sequence is EKKYSAATQFEPLAA. (4) The peptide sequence is TDKFLANVSTVLTGK. The MHC is DRB1_1101 with pseudo-sequence DRB1_1101. The binding affinity (normalized) is 0.591. (5) The peptide sequence is ALILDGDNLFPKV. The binding affinity (normalized) is 0.435. The MHC is DRB1_0401 with pseudo-sequence DRB1_0401. (6) The MHC is HLA-DQA10501-DQB10301 with pseudo-sequence HLA-DQA10501-DQB10301. The binding affinity (normalized) is 0.632. The peptide sequence is INEPTAAAIAYGHDR. (7) The peptide sequence is YDKFLANVWTVLTGK. The MHC is DRB1_0405 with pseudo-sequence DRB1_0405. The binding affinity (normalized) is 0.617.